The task is: Predict which catalyst facilitates the given reaction.. This data is from Catalyst prediction with 721,799 reactions and 888 catalyst types from USPTO. (1) Reactant: Cl[C:2]1[N:7]2[N:8]=[C:9]([S:11][CH3:12])[N:10]=[C:6]2[N:5]=[C:4]([CH3:13])[CH:3]=1.[NH2:14][C:15]1[CH:20]=[CH:19][C:18]([C:21]([F:24])([F:23])[F:22])=[C:17]([F:25])[CH:16]=1.N. Product: [F:25][C:17]1[CH:16]=[C:15]([NH:14][C:2]2[N:7]3[N:8]=[C:9]([S:11][CH3:12])[N:10]=[C:6]3[N:5]=[C:4]([CH3:13])[CH:3]=2)[CH:20]=[CH:19][C:18]=1[C:21]([F:23])([F:24])[F:22]. The catalyst class is: 8. (2) Reactant: [Cl:1][C:2]1[CH:14]=[C:13]([Cl:15])[C:12]([O:16][C:17]2[N:21]([CH3:22])[N:20]=[C:19]([CH3:23])[C:18]=2[CH:24]=O)=[CH:11][C:3]=1[O:4][C@@H:5]([CH3:10])[C:6]([O:8][CH3:9])=[O:7].Cl.[NH2:27][CH2:28][C:29]#[N:30].C(=O)([O-])[O-].[Na+].[Na+].CCCCCC.C(OCC)(=O)C. Product: [Cl:1][C:2]1[CH:14]=[C:13]([Cl:15])[C:12]([O:16][C:17]2[N:21]([CH3:22])[N:20]=[C:19]([CH3:23])[C:18]=2/[CH:24]=[N:30]/[CH2:29][C:28]#[N:27])=[CH:11][C:3]=1[O:4][C@@H:5]([CH3:10])[C:6]([O:8][CH3:9])=[O:7]. The catalyst class is: 5. (3) Reactant: [C:1]([C:3]1[CH:23]=[C:22]([C:24]2[N:29]=[C:28]([NH:30][C:31]3[CH:36]=[CH:35][C:34]([N:37]4[CH2:42][CH2:41][CH:40]([N:43]5[CH2:48][CH2:47][O:46][CH2:45][CH2:44]5)[CH2:39][CH2:38]4)=[C:33]([O:49][CH3:50])[CH:32]=3)[N:27]=[CH:26][N:25]=2)[CH:21]=[CH:20][C:4]=1[O:5][C@H:6]1[CH2:11][CH2:10][N:9](C(OC(C)(C)C)=O)[CH2:8][C@H:7]1[F:19])#[N:2].FC(F)(F)C(O)=O.C(=O)(O)[O-].[Na+]. Product: [F:19][C@H:7]1[C@@H:6]([O:5][C:4]2[CH:20]=[CH:21][C:22]([C:24]3[N:29]=[C:28]([NH:30][C:31]4[CH:36]=[CH:35][C:34]([N:37]5[CH2:42][CH2:41][CH:40]([N:43]6[CH2:48][CH2:47][O:46][CH2:45][CH2:44]6)[CH2:39][CH2:38]5)=[C:33]([O:49][CH3:50])[CH:32]=4)[N:27]=[CH:26][N:25]=3)=[CH:23][C:3]=2[C:1]#[N:2])[CH2:11][CH2:10][NH:9][CH2:8]1. The catalyst class is: 4. (4) Reactant: F[C:2]1[CH:7]=[CH:6][C:5]([F:8])=[CH:4][C:3]=1[N+:9]([O-:11])=[O:10].[C:12]([O:16][C:17]([N:19]([CH2:21][CH2:22][CH2:23][NH2:24])[CH3:20])=[O:18])([CH3:15])([CH3:14])[CH3:13].C(N(C(C)C)CC)(C)C. Product: [N+:9]([C:3]1[CH:4]=[C:5]([F:8])[CH:6]=[CH:7][C:2]=1[NH:24][CH2:23][CH2:22][CH2:21][N:19]([CH3:20])[C:17](=[O:18])[O:16][C:12]([CH3:13])([CH3:15])[CH3:14])([O-:11])=[O:10]. The catalyst class is: 39. (5) Reactant: [C:1]([C:3]1[CH:4]=[C:5]([S:9](Cl)(=[O:11])=[O:10])[CH:6]=[CH:7][CH:8]=1)#[N:2].[N:13]1[CH:18]=[CH:17][CH:16]=[CH:15][CH:14]=1.[OH2:19]. Product: [C:1]([C:3]1[CH:4]=[C:5]([S:9]([O-:11])(=[O:19])=[O:10])[CH:6]=[CH:7][CH:8]=1)#[N:2].[NH+:13]1[CH:18]=[CH:17][CH:16]=[CH:15][CH:14]=1. The catalyst class is: 1. (6) Product: [OH:20][NH:19][C:10]([C:8]1[S:7][C:6]2[CH:14]=[CH:15][C:3]([C:2]([F:17])([F:16])[F:1])=[CH:4][C:5]=2[CH:9]=1)=[O:11]. The catalyst class is: 5. Reactant: [F:1][C:2]([F:17])([F:16])[C:3]1[CH:15]=[CH:14][C:6]2[S:7][C:8]([C:10](OC)=[O:11])=[CH:9][C:5]=2[CH:4]=1.Cl.[NH2:19][OH:20].C(N(CC)CC)C.